This data is from Forward reaction prediction with 1.9M reactions from USPTO patents (1976-2016). The task is: Predict the product of the given reaction. The product is: [CH3:33][O:34][C:35](=[O:47])[CH2:36][O:37][C:12]1[CH:13]=[CH:14][CH:6]=[C:7]2[C:11]=1[N:10]([CH2:15][C:16]1[S:20][C:19]([C:21]3[CH:26]=[CH:25][C:24]([C:27]([F:29])([F:28])[F:30])=[CH:23][CH:22]=3)=[N:18][C:17]=1[CH3:31])[CH:9]=[CH:8]2. Given the reactants COC(=O)CO[C:6]1[CH:14]=[CH:13][CH:12]=[C:11]2[C:7]=1[CH:8]=[CH:9][N:10]2[CH2:15][C:16]1[S:20][C:19]([C:21]2[CH:26]=[CH:25][C:24]([C:27]([F:30])([F:29])[F:28])=[CH:23][CH:22]=2)=[N:18][C:17]=1[CH3:31].[CH3:33][O:34][C:35](=[O:47])[CH2:36][O:37]C1C=CC=C2C=1NC=C2, predict the reaction product.